From a dataset of Full USPTO retrosynthesis dataset with 1.9M reactions from patents (1976-2016). Predict the reactants needed to synthesize the given product. (1) Given the product [I:12][C:8]1[CH:7]=[C:6]2[C:11]([C:2]([N:17]3[CH2:18][CH2:19][CH2:20][C@H:16]3[CH2:15][OH:14])=[CH:3][C:4]([CH3:13])=[N:5]2)=[CH:10][CH:9]=1, predict the reactants needed to synthesize it. The reactants are: Cl[C:2]1[C:11]2[C:6](=[CH:7][C:8]([I:12])=[CH:9][CH:10]=2)[N:5]=[C:4]([CH3:13])[CH:3]=1.[OH:14][CH2:15][C@@H:16]1[CH2:20][CH2:19][CH2:18][NH:17]1. (2) Given the product [OH:1][C@@H:2]([C@H:4]1[C:24](=[O:25])[N:6]2[C:7]([C:21]([O:23][CH2:37][O:36][C:34]([O:33][C:27]3[CH:32]=[CH:31][CH:30]=[CH:29][CH:28]=3)=[O:35])=[O:22])=[C:8]([S:11]/[CH:12]=[CH:13]\[C:14]3[S:18][CH:17]=[N:16][C:15]=3[CH2:19][OH:20])[C@H:9]([CH3:10])[C@H:5]12)[CH3:3], predict the reactants needed to synthesize it. The reactants are: [OH:1][C@@H:2]([C@H:4]1[C:24](=[O:25])[N:6]2[C:7]([C:21]([O-:23])=[O:22])=[C:8]([S:11]/[CH:12]=[CH:13]\[C:14]3[S:18][CH:17]=[N:16][C:15]=3[CH2:19][OH:20])[C@H:9]([CH3:10])[C@H:5]12)[CH3:3].[Na+].[C:27]1([O:33][C:34]([O:36][CH2:37]I)=[O:35])[CH:32]=[CH:31][CH:30]=[CH:29][CH:28]=1. (3) Given the product [ClH:10].[N:17]1[CH:22]=[C:21]([C:23]2[C:31]3[O:30][CH:29]=[CH:28][C:27]=3[CH:26]=[C:25]([NH:32][S:7]([C:1]3[CH:6]=[CH:5][CH:4]=[CH:3][CH:2]=3)(=[O:9])=[O:8])[CH:24]=2)[CH:20]=[N:19][CH:18]=1, predict the reactants needed to synthesize it. The reactants are: [C:1]1([S:7]([Cl:10])(=[O:9])=[O:8])[CH:6]=[CH:5][CH:4]=[CH:3][CH:2]=1.N1C=CC=CC=1.[N:17]1[CH:22]=[C:21]([C:23]2[C:31]3[O:30][CH:29]=[CH:28][C:27]=3[CH:26]=[C:25]([NH2:32])[CH:24]=2)[CH:20]=[N:19][CH:18]=1. (4) Given the product [O:34]1[CH2:35][CH2:36][N:31]([CH2:30][CH2:29][O:1][C:2]2[CH:9]=[C:8]([O:10][CH2:11][C:12]3[CH:17]=[CH:16][CH:15]=[CH:14][N:13]=3)[CH:7]=[CH:6][C:3]=2[CH:4]=[O:5])[CH2:32][CH2:33]1, predict the reactants needed to synthesize it. The reactants are: [OH:1][C:2]1[CH:9]=[C:8]([O:10][CH2:11][C:12]2[CH:17]=[CH:16][CH:15]=[CH:14][N:13]=2)[CH:7]=[CH:6][C:3]=1[CH:4]=[O:5].C(#N)C.C(=O)([O-])[O-].[Cs+].[Cs+].Cl.Cl[CH2:29][CH2:30][N:31]1[CH2:36][CH2:35][O:34][CH2:33][CH2:32]1. (5) Given the product [NH:1]1[C:5]2[CH:6]=[CH:7][C:8]([N:10]3[CH:19]([C:32]4[CH:37]=[CH:36][CH:35]=[CH:34][CH:33]=4)[C:20](=[O:31])[CH:13]([C:14]([O:16][CH2:17][CH3:18])=[O:15])[C:11]3=[O:12])=[CH:9][C:4]=2[N:3]=[CH:2]1, predict the reactants needed to synthesize it. The reactants are: [NH:1]1[C:5]2[CH:6]=[CH:7][C:8]([N:10]([CH:19]([C:32]3[CH:37]=[CH:36][CH:35]=[CH:34][CH:33]=3)[C:20](=[O:31])NCC(OC(OC)=O)(C)C)[C:11]([CH2:13][C:14]([O:16][CH2:17][CH3:18])=[O:15])=[O:12])=[CH:9][C:4]=2[N:3]=[CH:2]1.CC(C)([O-])C.[K+]. (6) Given the product [Br:1][C:2]1[C:10]2[O:9][CH2:8][CH:7]([N:11]([C:35](=[O:36])[C:34]([F:45])([F:44])[F:33])[C:12]3[CH:25]=[CH:24][C:15]4[C@H:16]([CH2:19][C:20]([O:22][CH3:23])=[O:21])[CH2:17][O:18][C:14]=4[CH:13]=3)[C:6]=2[CH:5]=[CH:4][CH:3]=1, predict the reactants needed to synthesize it. The reactants are: [Br:1][C:2]1[C:10]2[O:9][CH2:8][CH:7]([NH:11][C:12]3[CH:25]=[CH:24][C:15]4[C@H:16]([CH2:19][C:20]([O:22][CH3:23])=[O:21])[CH2:17][O:18][C:14]=4[CH:13]=3)[C:6]=2[CH:5]=[CH:4][CH:3]=1.C(N(CC)CC)C.[F:33][C:34]([F:45])([F:44])[C:35](O[C:35](=[O:36])[C:34]([F:45])([F:44])[F:33])=[O:36]. (7) Given the product [CH3:25][O:26][C:27]1[CH:28]=[C:29]([NH:33][C:2]2[CH:7]=[CH:6][C:5]([C:8]3[O:9][C:10]4[CH:16]=[CH:15][CH:14]=[CH:13][C:11]=4[N:12]=3)=[CH:4][C:3]=2[NH2:17])[CH:30]=[CH:31][CH:32]=1, predict the reactants needed to synthesize it. The reactants are: F[C:2]1[CH:7]=[CH:6][C:5]([C:8]2[O:9][C:10]3[CH:16]=[CH:15][CH:14]=[CH:13][C:11]=3[N:12]=2)=[CH:4][C:3]=1[N+:17]([O-])=O.C(=O)([O-])O.[Na+].[CH3:25][O:26][C:27]1[CH:32]=[CH:31][CH:30]=[C:29]([NH2:33])[CH:28]=1.[H][H].